Task: Predict the reactants needed to synthesize the given product.. Dataset: Full USPTO retrosynthesis dataset with 1.9M reactions from patents (1976-2016) (1) Given the product [CH3:1][O:2][CH2:3][CH2:4][O:5][C:9]1[CH:10]=[C:11]([CH:32]=[CH:33][N:34]=1)[C:12]([NH:14][C:15]1[S:16][C:17]2[C:23]([N:24]3[CH2:25][CH2:26][O:27][CH2:28][CH2:29]3)=[CH:22][CH:21]=[C:20]([O:30][CH3:31])[C:18]=2[N:19]=1)=[O:13], predict the reactants needed to synthesize it. The reactants are: [CH3:1][O:2][CH2:3][CH2:4][OH:5].[H-].[Na+].Cl[C:9]1[CH:10]=[C:11]([CH:32]=[CH:33][N:34]=1)[C:12]([NH:14][C:15]1[S:16][C:17]2[C:23]([N:24]3[CH2:29][CH2:28][O:27][CH2:26][CH2:25]3)=[CH:22][CH:21]=[C:20]([O:30][CH3:31])[C:18]=2[N:19]=1)=[O:13]. (2) Given the product [NH2:33][C:29]1[O:28][C:23]2[CH2:22][CH:21]([C:11]3[C:20]4[C:15](=[CH:16][CH:17]=[CH:18][CH:19]=4)[CH:14]=[CH:13][CH:12]=3)[CH2:26][C:25](=[O:27])[C:24]=2[CH:7]([C:6]2[CH:9]=[CH:10][C:3]([O:2][CH3:1])=[CH:4][CH:5]=2)[C:30]=1[C:31]#[N:32], predict the reactants needed to synthesize it. The reactants are: [CH3:1][O:2][C:3]1[CH:10]=[CH:9][C:6]([CH:7]=O)=[CH:5][CH:4]=1.[C:11]1([CH:21]2[CH2:26][C:25](=[O:27])[CH2:24][C:23](=[O:28])[CH2:22]2)[C:20]2[C:15](=[CH:16][CH:17]=[CH:18][CH:19]=2)[CH:14]=[CH:13][CH:12]=1.[C:29](#[N:33])[CH2:30][C:31]#[N:32].CN1CCOCC1. (3) Given the product [CH2:14]([N:5]([CH2:6][CH:7]([O:11][CH2:12][CH3:13])[O:8][CH2:9][CH3:10])[C:3]([CH:2]([NH:1][C:45](=[O:46])[CH2:44][CH:43]([NH:42][C:41]([NH:40][CH2:33][C:34]1[CH:39]=[CH:38][CH:37]=[CH:36][CH:35]=1)=[O:49])[CH3:48])[CH2:21][C:22]1[CH:23]=[CH:24][C:25]([O:28][C:29]([CH3:30])([CH3:32])[CH3:31])=[CH:26][CH:27]=1)=[O:4])[C:15]1[CH:16]=[CH:17][CH:18]=[CH:19][CH:20]=1, predict the reactants needed to synthesize it. The reactants are: [NH2:1][CH:2]([CH2:21][C:22]1[CH:27]=[CH:26][C:25]([O:28][C:29]([CH3:32])([CH3:31])[CH3:30])=[CH:24][CH:23]=1)[C:3]([N:5]([CH2:14][C:15]1[CH:20]=[CH:19][CH:18]=[CH:17][CH:16]=1)[CH2:6][CH:7]([O:11][CH2:12][CH3:13])[O:8][CH2:9][CH3:10])=[O:4].[CH2:33]([NH:40][C:41](=[O:49])[NH:42][C@H:43]([CH3:48])[CH2:44][C:45](O)=[O:46])[C:34]1[CH:39]=[CH:38][CH:37]=[CH:36][CH:35]=1.CCN=C=NCCCN(C)C.C1C=CC2N(O)N=NC=2C=1.CCN(C(C)C)C(C)C.